From a dataset of Full USPTO retrosynthesis dataset with 1.9M reactions from patents (1976-2016). Predict the reactants needed to synthesize the given product. (1) Given the product [CH3:1][O:2][C:3](=[O:25])[C:4]1[CH:9]=[CH:8][C:7]([NH:10][CH2:11][CH2:12][N:13]([C:15]([O:17][C:18]([CH3:19])([CH3:21])[CH3:20])=[O:16])[CH3:14])=[C:6]([NH2:22])[CH:5]=1, predict the reactants needed to synthesize it. The reactants are: [CH3:1][O:2][C:3](=[O:25])[C:4]1[CH:9]=[CH:8][C:7]([NH:10][CH2:11][CH2:12][N:13]([C:15]([O:17][C:18]([CH3:21])([CH3:20])[CH3:19])=[O:16])[CH3:14])=[C:6]([N+:22]([O-])=O)[CH:5]=1. (2) Given the product [C:1]1([NH:7][C:8]([C:10]2[C:18]3[C:13](=[CH:14][CH:15]=[C:16]([NH:19][S:30]([C:25]4[CH:26]=[CH:27][CH:28]=[CH:29][C:24]=4[S:21]([CH3:20])(=[O:23])=[O:22])(=[O:32])=[O:31])[CH:17]=3)[NH:12][N:11]=2)=[O:9])[CH:6]=[CH:5][CH:4]=[CH:3][CH:2]=1, predict the reactants needed to synthesize it. The reactants are: [C:1]1([NH:7][C:8]([C:10]2[C:18]3[C:13](=[CH:14][CH:15]=[C:16]([NH2:19])[CH:17]=3)[NH:12][N:11]=2)=[O:9])[CH:6]=[CH:5][CH:4]=[CH:3][CH:2]=1.[CH3:20][S:21]([C:24]1[CH:29]=[CH:28][CH:27]=[CH:26][C:25]=1[S:30](Cl)(=[O:32])=[O:31])(=[O:23])=[O:22]. (3) The reactants are: [CH2:1]([NH2:6])[CH2:2][CH:3]([CH3:5])[CH3:4].[Br:7][C:8]1[CH:13]=[CH:12][C:11]([S:14](Cl)(=[O:16])=[O:15])=[CH:10][CH:9]=1. Given the product [Br:7][C:8]1[CH:13]=[CH:12][C:11]([S:14]([NH:6][CH2:1][CH2:2][CH:3]([CH3:5])[CH3:4])(=[O:16])=[O:15])=[CH:10][CH:9]=1, predict the reactants needed to synthesize it. (4) Given the product [F:2][C:3]1[CH:4]=[CH:5][C:6]([O:7][C:8]2[CH:9]=[C:10]([NH:14][CH2:15][CH:17]3[CH2:18][CH2:19][NH:20][CH2:21][CH2:22]3)[CH:11]=[CH:12][CH:13]=2)=[CH:23][CH:24]=1, predict the reactants needed to synthesize it. The reactants are: Cl.[F:2][C:3]1[CH:24]=[CH:23][C:6]([O:7][C:8]2[CH:9]=[C:10]([NH:14][C:15]([CH:17]3[CH2:22][CH2:21][NH:20][CH2:19][CH2:18]3)=O)[CH:11]=[CH:12][CH:13]=2)=[CH:5][CH:4]=1. (5) Given the product [O:23]1[CH2:24][CH2:25][N:20]([CH2:19][C:17]2[O:16][N:15]=[C:14]([CH2:13][NH:11][C:8]34[CH2:10][CH:4]5[CH2:5][CH:6]([CH2:1][CH:2]([CH2:3]5)[CH2:9]3)[CH2:7]4)[CH:18]=2)[CH2:21][CH2:22]1, predict the reactants needed to synthesize it. The reactants are: [CH2:1]1[CH:6]2[CH2:7][C:8]3([NH2:11])[CH2:10][CH:4]([CH2:5]2)[CH2:3][CH:2]1[CH2:9]3.Cl[CH2:13][C:14]1[CH:18]=[C:17]([CH2:19][N:20]2[CH2:25][CH2:24][O:23][CH2:22][CH2:21]2)[O:16][N:15]=1.